This data is from Reaction yield outcomes from USPTO patents with 853,638 reactions. The task is: Predict the reaction yield, written as a fraction of the theoretical maximum amount of product (1.0 means a 100% yield; for example, 0.34 means a 34% yield). The reactants are Cl.[NH:2]1[CH2:7][CH2:6][CH2:5][C@@H:4]([C:8]2[N:12]3[C:13]4[CH:19]=[CH:18][NH:17][C:14]=4[N:15]=[CH:16][C:11]3=[CH:10][N:9]=2)[CH2:3]1.C1N=CN([C:25]([N:27]2[CH:31]=N[CH:29]=[CH:28]2)=[O:26])C=1.Cl.[F:33][C:34]1([F:40])CCNC[CH2:35]1. The catalyst is N1C=CC=CC=1. The product is [C:8]1([C@@H:4]2[CH2:5][CH2:6][CH2:7][N:2]([C:25]([N:27]3[CH2:28][CH2:29][C:34]([F:40])([F:33])[CH2:35][CH2:31]3)=[O:26])[CH2:3]2)[N:12]2[C:13]3[CH:19]=[CH:18][NH:17][C:14]=3[N:15]=[CH:16][C:11]2=[CH:10][N:9]=1. The yield is 0.490.